From a dataset of PAMPA (Parallel Artificial Membrane Permeability Assay) permeability data from NCATS. Regression/Classification. Given a drug SMILES string, predict its absorption, distribution, metabolism, or excretion properties. Task type varies by dataset: regression for continuous measurements (e.g., permeability, clearance, half-life) or binary classification for categorical outcomes (e.g., BBB penetration, CYP inhibition). Dataset: pampa_ncats. (1) The molecule is C1=C(C=C(C(=C1Br)O)Br)C[C@@H](C(=O)O)N. The result is 0 (low-to-moderate permeability). (2) The drug is CNC1=CC=C(C=C(C1=O)C(=O)/C=C/C2=C(C=C(C=C2)OC)OC)Br. The result is 1 (high permeability). (3) The result is 1 (high permeability). The molecule is C1=CC=C2C(=C1)C(=NC(=N2)C3=CC=NC=C3)NC4=CC(=CC=C4)OC(F)(F)F. (4) The compound is CC(C1=CC(=CC=C1)C(=O)C2=CC=CC=C2)C(=O)O. The result is 0 (low-to-moderate permeability). (5) The compound is CC1=C(C(=CC=C1)N2CCN(CC2)C(=O)CN3C4=C(COC5=CC=CC=C54)C=N3)C. The result is 1 (high permeability).